From a dataset of M1 muscarinic receptor agonist screen with 61,833 compounds. Binary Classification. Given a drug SMILES string, predict its activity (active/inactive) in a high-throughput screening assay against a specified biological target. (1) The drug is O1CCN(CC1)c1nc(n2cccc2)nc(OC)n1. The result is 0 (inactive). (2) The compound is S(c1n2c3c(cc(c2nn1)C)cc(cc3C)C)CC(=O)Nc1noc(c1)C. The result is 0 (inactive). (3) The compound is s1c2c(CCCCC2)c(c1N)C(=O)NC. The result is 0 (inactive). (4) The compound is n1(c2c(CN(CC2)C)c2c1cccc2)CCc1ccc(nc1)C. The result is 0 (inactive). (5) The drug is O(C(c1ccccc1)c1ccccc1)CCN(C)C. The result is 0 (inactive). (6) The drug is S(c1n(c(=O)c2[nH]c3c(c2n1)cccc3)C)CC(=O)NCC1OCCC1. The result is 0 (inactive). (7) The result is 0 (inactive). The drug is O(CC(O)Cn1cc(nc1)c1ccccc1)c1cc(OC)cc(OC)c1.